Dataset: Full USPTO retrosynthesis dataset with 1.9M reactions from patents (1976-2016). Task: Predict the reactants needed to synthesize the given product. (1) Given the product [CH3:21][C:13]1[CH:12]=[C:11]([CH2:10][O:9][C:8]2[CH:7]=[CH:6][C:5]([S:2]([CH2:1][C:39]([C:36]3[CH:37]=[CH:38][C:33]([CH3:32])=[CH:34][CH:35]=3)([OH:41])[CH3:40])(=[O:4])=[O:3])=[CH:23][CH:22]=2)[C:20]2[C:15](=[CH:16][CH:17]=[CH:18][CH:19]=2)[N:14]=1, predict the reactants needed to synthesize it. The reactants are: [CH3:1][S:2]([C:5]1[CH:23]=[CH:22][C:8]([O:9][CH2:10][C:11]2[C:20]3[C:15](=[CH:16][CH:17]=[CH:18][CH:19]=3)[N:14]=[C:13]([CH3:21])[CH:12]=2)=[CH:7][CH:6]=1)(=[O:4])=[O:3].C([N-]C(C)C)(C)C.[Li+].[CH3:32][C:33]1[CH:38]=[CH:37][C:36]([C:39](=[O:41])[CH3:40])=[CH:35][CH:34]=1. (2) Given the product [C:1]1([CH:7]([C:25]2[CH:30]=[CH:29][CH:28]=[CH:27][CH:26]=2)[CH2:8][CH2:9][N:10]2[CH2:15][CH2:14][CH:13]([NH:16][C:17](=[O:24])[CH2:18][C:19]3[N:20]=[N:21][N:22]([CH3:33])[N:23]=3)[CH2:12][CH2:11]2)[CH:6]=[CH:5][CH:4]=[CH:3][CH:2]=1, predict the reactants needed to synthesize it. The reactants are: [C:1]1([CH:7]([C:25]2[CH:30]=[CH:29][CH:28]=[CH:27][CH:26]=2)[CH2:8][CH2:9][N:10]2[CH2:15][CH2:14][CH:13]([NH:16][C:17](=[O:24])[CH2:18][C:19]3[N:20]=[N:21][NH:22][N:23]=3)[CH2:12][CH2:11]2)[CH:6]=[CH:5][CH:4]=[CH:3][CH:2]=1.[OH-].[Na+].[CH3:33]I. (3) The reactants are: [Cl:1][C:2]1[CH:3]=[C:4]([CH:26]=[CH:27][C:28]=1[F:29])[NH:5][C:6]1[C:15]2[C:10](=[CH:11][C:12]([O:24][CH3:25])=[CH:13][C:14]=2[O:16][CH2:17][C@H:18]2[NH:22][CH2:21][C@@H:20]([OH:23])[CH2:19]2)[N:9]=[CH:8][N:7]=1.[C:30](O)(=[O:33])[CH2:31][OH:32]. Given the product [Cl:1][C:2]1[CH:3]=[C:4]([CH:26]=[CH:27][C:28]=1[F:29])[NH:5][C:6]1[C:15]2[C:10](=[CH:11][C:12]([O:24][CH3:25])=[CH:13][C:14]=2[O:16][CH2:17][C@H:18]2[N:22]([C:31](=[O:32])[CH2:30][OH:33])[CH2:21][C@@H:20]([OH:23])[CH2:19]2)[N:9]=[CH:8][N:7]=1, predict the reactants needed to synthesize it.